Dataset: NCI-60 drug combinations with 297,098 pairs across 59 cell lines. Task: Regression. Given two drug SMILES strings and cell line genomic features, predict the synergy score measuring deviation from expected non-interaction effect. (1) Cell line: HOP-92. Drug 1: CC12CCC3C(C1CCC2=O)CC(=C)C4=CC(=O)C=CC34C. Synergy scores: CSS=43.4, Synergy_ZIP=0.226, Synergy_Bliss=0.239, Synergy_Loewe=-0.940, Synergy_HSA=-0.212. Drug 2: CCC(=C(C1=CC=CC=C1)C2=CC=C(C=C2)OCCN(C)C)C3=CC=CC=C3.C(C(=O)O)C(CC(=O)O)(C(=O)O)O. (2) Synergy scores: CSS=0.0425, Synergy_ZIP=1.53, Synergy_Bliss=5.39, Synergy_Loewe=0.482, Synergy_HSA=1.50. Drug 1: CC1C(C(CC(O1)OC2CC(CC3=C2C(=C4C(=C3O)C(=O)C5=C(C4=O)C(=CC=C5)OC)O)(C(=O)CO)O)N)O.Cl. Drug 2: CC12CCC3C(C1CCC2=O)CC(=C)C4=CC(=O)C=CC34C. Cell line: DU-145. (3) Drug 1: CCC1(CC2CC(C3=C(CCN(C2)C1)C4=CC=CC=C4N3)(C5=C(C=C6C(=C5)C78CCN9C7C(C=CC9)(C(C(C8N6C=O)(C(=O)OC)O)OC(=O)C)CC)OC)C(=O)OC)O.OS(=O)(=O)O. Drug 2: C(CC(=O)O)C(=O)CN.Cl. Cell line: HCT-15. Synergy scores: CSS=10.2, Synergy_ZIP=1.09, Synergy_Bliss=-0.0834, Synergy_Loewe=6.61, Synergy_HSA=4.43. (4) Drug 1: CN(C(=O)NC(C=O)C(C(C(CO)O)O)O)N=O. Drug 2: C1CNP(=O)(OC1)N(CCCl)CCCl. Cell line: LOX IMVI. Synergy scores: CSS=-1.77, Synergy_ZIP=-0.892, Synergy_Bliss=-4.10, Synergy_Loewe=-6.09, Synergy_HSA=-5.86. (5) Drug 1: C1=NC2=C(N=C(N=C2N1C3C(C(C(O3)CO)O)O)F)N. Drug 2: CCC1=C2CN3C(=CC4=C(C3=O)COC(=O)C4(CC)O)C2=NC5=C1C=C(C=C5)O. Cell line: OVCAR3. Synergy scores: CSS=14.0, Synergy_ZIP=7.69, Synergy_Bliss=10.8, Synergy_Loewe=-12.2, Synergy_HSA=1.70. (6) Drug 1: CCC1=CC2CC(C3=C(CN(C2)C1)C4=CC=CC=C4N3)(C5=C(C=C6C(=C5)C78CCN9C7C(C=CC9)(C(C(C8N6C)(C(=O)OC)O)OC(=O)C)CC)OC)C(=O)OC.C(C(C(=O)O)O)(C(=O)O)O. Drug 2: C1=C(C(=O)NC(=O)N1)N(CCCl)CCCl. Cell line: LOX IMVI. Synergy scores: CSS=63.2, Synergy_ZIP=-8.02, Synergy_Bliss=-6.94, Synergy_Loewe=-5.02, Synergy_HSA=-1.14. (7) Drug 1: COC1=CC(=CC(=C1O)OC)C2C3C(COC3=O)C(C4=CC5=C(C=C24)OCO5)OC6C(C(C7C(O6)COC(O7)C8=CC=CS8)O)O. Drug 2: CC1=C(C=C(C=C1)NC(=O)C2=CC=C(C=C2)CN3CCN(CC3)C)NC4=NC=CC(=N4)C5=CN=CC=C5. Cell line: BT-549. Synergy scores: CSS=37.2, Synergy_ZIP=13.6, Synergy_Bliss=9.30, Synergy_Loewe=-17.0, Synergy_HSA=6.00.